From a dataset of Catalyst prediction with 721,799 reactions and 888 catalyst types from USPTO. Predict which catalyst facilitates the given reaction. (1) Reactant: CS(O[CH2:6][CH2:7][C@@H:8]1[CH2:17][C:16]2[C:11](=[CH:12][CH:13]=[CH:14][CH:15]=2)[CH2:10][N:9]1[C:18]([O:20][CH2:21][C:22]1[CH:27]=[CH:26][CH:25]=[CH:24][CH:23]=1)=[O:19])(=O)=O.[C-]#[N:29].[Na+].C(OCC)(=O)C.C([O-])(O)=O.[Na+]. Product: [C:6]([CH2:7][C@@H:8]1[CH2:17][C:16]2[C:11](=[CH:12][CH:13]=[CH:14][CH:15]=2)[CH2:10][N:9]1[C:18]([O:20][CH2:21][C:22]1[CH:27]=[CH:26][CH:25]=[CH:24][CH:23]=1)=[O:19])#[N:29]. The catalyst class is: 16. (2) Reactant: [F-:1].[K+].[C:3]([S:22][CH2:23][CH2:24][NH:25][C:26]([C:28]1[CH:39]=[CH:38][C:31]([CH2:32]OS(C)(=O)=O)=[CH:30][CH:29]=1)=[O:27])([C:16]1[CH:21]=[CH:20][CH:19]=[CH:18][CH:17]=1)([C:10]1[CH:15]=[CH:14][CH:13]=[CH:12][CH:11]=1)[C:4]1[CH:9]=[CH:8][CH:7]=[CH:6][CH:5]=1.O. Product: [F:1][CH2:32][C:31]1[CH:38]=[CH:39][C:28]([C:26]([NH:25][CH2:24][CH2:23][S:22][C:3]([C:16]2[CH:21]=[CH:20][CH:19]=[CH:18][CH:17]=2)([C:10]2[CH:15]=[CH:14][CH:13]=[CH:12][CH:11]=2)[C:4]2[CH:9]=[CH:8][CH:7]=[CH:6][CH:5]=2)=[O:27])=[CH:29][CH:30]=1. The catalyst class is: 10. (3) Reactant: [C:1]1(Br)[C:10]([F:11])=[C:8]([F:9])[C:6]([F:7])=[C:4]([F:5])[C:2]=1[F:3].C([Li:17])CCC. Product: [C:1]1([Li:17])[C:10]([F:11])=[C:8]([F:9])[C:6]([F:7])=[C:4]([F:5])[C:2]=1[F:3]. The catalyst class is: 11. (4) Reactant: [ClH:1].Cl.[CH2:3]([N:10]1[CH2:15][CH2:14][CH:13]([NH:16][CH2:17][CH2:18][CH2:19][OH:20])[CH2:12][CH2:11]1)[C:4]1[CH:9]=[CH:8][CH:7]=[CH:6][CH:5]=1.[CH:21](O)=O.C=O.[OH-].[Na+]. Product: [ClH:1].[ClH:1].[CH2:3]([N:10]1[CH2:11][CH2:12][CH:13]([N:16]([CH2:17][CH2:18][CH2:19][OH:20])[CH3:21])[CH2:14][CH2:15]1)[C:4]1[CH:5]=[CH:6][CH:7]=[CH:8][CH:9]=1. The catalyst class is: 5. (5) Reactant: [C:1]1([CH2:7][CH2:8][NH2:9])[CH:6]=[CH:5][CH:4]=[CH:3][CH:2]=1.[C:10](O[C:10]([O:12][C:13]([CH3:16])([CH3:15])[CH3:14])=[O:11])([O:12][C:13]([CH3:16])([CH3:15])[CH3:14])=[O:11]. Product: [C:10]([NH:9][CH2:8][CH2:7][C:1]1[CH:6]=[CH:5][CH:4]=[CH:3][CH:2]=1)([O:12][C:13]([CH3:16])([CH3:15])[CH3:14])=[O:11]. The catalyst class is: 64. (6) Reactant: [Br:1][C:2]1[CH:3]=[N:4][C:5](Cl)=[N:6][CH:7]=1.[CH3:9][O:10][CH2:11][CH2:12][NH:13][CH3:14].C(=O)([O-])[O-].[K+].[K+]. Product: [Br:1][C:2]1[CH:3]=[N:4][C:5]([N:13]([CH2:12][CH2:11][O:10][CH3:9])[CH3:14])=[N:6][CH:7]=1. The catalyst class is: 10. (7) Reactant: [OH:1][C@H:2]([CH2:11][C@H:12]([OH:15])[CH2:13][OH:14])[CH2:3][C:4]([O:6][C:7]([CH3:10])([CH3:9])[CH3:8])=[O:5].C([CH2:18][C:19]([O-])=[O:20])=C. The catalyst class is: 7. Product: [C:19]([O:14][CH2:13][C@@H:12]([OH:15])[CH2:11][C@@H:2]([OH:1])[CH2:3][C:4]([O:6][C:7]([CH3:10])([CH3:8])[CH3:9])=[O:5])(=[O:20])[CH3:18]. (8) Reactant: [C:1]([C:3]1[CH:4]=[C:5]([CH:9]=[CH:10][C:11]=1[O:12][CH2:13][C:14]([F:17])([F:16])[F:15])[C:6]([OH:8])=O)#[N:2].CN(C(ON1N=NC2C=CC=NC1=2)=[N+](C)C)C.F[P-](F)(F)(F)(F)F.CCN(C(C)C)C(C)C.O[NH:52][C:53](=[NH:73])[C:54]1[CH:63]=[CH:62][CH:61]=[C:60]2[C:55]=1[CH:56]=[CH:57][N:58]=[C:59]2[CH2:64][CH2:65][C:66]([O:68][C:69]([CH3:72])([CH3:71])[CH3:70])=[O:67]. Product: [C:1]([C:3]1[CH:4]=[C:5]([C:6]2[O:8][N:52]=[C:53]([C:54]3[CH:63]=[CH:62][CH:61]=[C:60]4[C:55]=3[CH:56]=[CH:57][N:58]=[C:59]4[CH2:64][CH2:65][C:66]([O:68][C:69]([CH3:72])([CH3:71])[CH3:70])=[O:67])[N:73]=2)[CH:9]=[CH:10][C:11]=1[O:12][CH2:13][C:14]([F:17])([F:16])[F:15])#[N:2]. The catalyst class is: 121. (9) Reactant: [NH2:1][C:2]1[CH:7]=[CH:6][C:5]([C:8]2[C:16]3[C:11](=[CH:12][C:13]([F:17])=[CH:14][CH:15]=3)[N:10]([S:18]([C:21]3[CH:26]=[CH:25][CH:24]=[CH:23][CH:22]=3)(=[O:20])=[O:19])[CH:9]=2)=[CH:4][C:3]=1[OH:27].CO[C:30](=N)[CH2:31][CH2:32][Cl:33]. Product: [Cl:33][CH2:32][CH2:31][C:30]1[O:27][C:3]2[CH:4]=[C:5]([C:8]3[C:16]4[C:11](=[CH:12][C:13]([F:17])=[CH:14][CH:15]=4)[N:10]([S:18]([C:21]4[CH:26]=[CH:25][CH:24]=[CH:23][CH:22]=4)(=[O:20])=[O:19])[CH:9]=3)[CH:6]=[CH:7][C:2]=2[N:1]=1. The catalyst class is: 2.